From a dataset of Human Reference Interactome with 51,813 positive PPI pairs across 8,248 proteins, plus equal number of experimentally-validated negative pairs. Binary Classification. Given two protein amino acid sequences, predict whether they physically interact or not. (1) Protein 1 (ENSG00000183161) has sequence MESLLQHLDRFSELLAVSSTTYVSTWDPATVRRALQWARYLRHIHRRFGRHGPIRTALERRLHNQWRQEGGFGRGPVPGLANFQALGHCDVLLSLRLLENRALGDAARYHLVQQLFPGPGVRDADEETLQESLARLARRRSAVHMLRFNGYRENPNLQEDSLMKTQAELLLERLQEVGKAEAERPARFLSSLWERLPQNNFLKVIAVALLQPPLSRRPQEELEPGIHKSPGEGSQVLVHWLLGNSEVFAAFCRALPAGLLTLVTSRHPALSPVYLGLLTDWGQRLHYDLQKGIWVGTESQ.... Protein 2 (ENSG00000143742) has sequence MPQYQTWEEFSRAAEKLYLADPMKARVVLKYRHSDGNLCVKVTDDLVCLVYKTDQAQDVKKIEKFHSQLMRLMVAKEARNVTMETE*MPQYQTWEEFSRAAEKLYLADPMKARVVLKYRHSDGNLCVKVTDDLVRQCLALLLRLQCSGMIIAHCILDLLGSSGPLASAS*MPQYQTWEEFSRAAEKLYLADPMKARVVLKYRHSDGNLCVKVTDDLVQWHLNYCTLRHGIAGGLET*MPQYQTWEEFSRAAEKLYLADPMKARVVLKYRHSDGNLCVKVTDDLVTKLKM*MPQYQTWEEF.... Result: 0 (the proteins do not interact). (2) Protein 2 (ENSG00000090674) has sequence MTAPAGPRGSETERLLTPNPGYGTQAGPSPAPPTPPEEEDLRRRLKYFFMSPCDKFRAKGRKPCKLMLQVVKILVVTVQLILFGLSNQLAVTFREENTIAFRHLFLLGYSDGADDTFAAYTREQLYQAIFHAVDQYLALPDVSLGRYAYVRGGGDPWTNGSGLALCQRYYHRGHVDPANDTFDIDPMVVTDCIQVDPPERPPPPPSDDLTLLESSSSYKNLTLKFHKLVNVTIHFRLKTINLQSLINNEIPDCYTFSVLITFDNKAHSGRIPISLETQAHIQECKHPSVFQHGDNSFRLL.... Protein 1 (ENSG00000148734) has sequence MEGEPSQPPNSSWPLSQNGTNTEATPATNLTFSSYYQHTSPVAAMFIVAYALIFLLCMVGNTLVCFIVLKNRHMHTVTNMFILNLAVSDLLVGIFCMPTTLVDNLITGWPFDNATCKMSGLVQGMSVSASVFTLVAIAVERFRCIVHPFREKLTLRKALVTIAVIWALALLIMCPSAVTLTVTREEHHFMVDARNRSYPLYSCWEAWPEKGMRRVYTTVLFSHIYLAPLALIVVMYARIARKLCQAPGPAPGGEEAADPRASRRRARVVHMLVMVALFFTLSWLPLWALLLLIDYGQLSA.... Result: 0 (the proteins do not interact). (3) Protein 1 (ENSG00000144893) has sequence MAAFGLLSYEQRPLKRPRLGPPDVYPQDPKQKEDELTAVNVKQGFNNQPAFTGDEHGSARNIVINPSKIGAYFSSILAEKLKLNTFQDTGKKKPQVNAKDNYWLVTARSQSAIHSWFSDLAGNKPLSILAKKVPILSKKEDVFAYLAKYSVPMVRATWLIKMTCAYYSAISEAKIKKRQAPDPNLEWTQISTRYLREQLAKISDFYHMASSTGDGPVPVPPEVEQAMKQWEYNEKLAFHMFQEGMLEKHEYLTWILDVLEKIRPMDDDLLKLLLPLMLQVRARIYEVEQQIKQRGRAVEV.... Protein 2 (ENSG00000081377) has sequence MSREGAGAALVAEVIKDRLCFAILYSRPKSASNVHYFSIDNELEYENFYADFGPLNLAMVYRYCCKINKKLKSITMLRKKIVHFTGSDQRKQANAAFLVGCYMVIYLGRTPEEAYRILIFGETSYIPFRDAAYGSCNFYITLLDCFHAVKKAMQYGFLNFNSFNLDEYEHYEKAENGDLNWIIPDRFIAFCGPHSRARLESGYHQHSPETYIQYFKNHNVTTIIRLNKRMYDAKRFTDAGFDHHDLFFADGSTPTDAIVKEFLDICENAEGAIAVHCKAGLGRTGTLIACYIMKHYRMTA.... Result: 0 (the proteins do not interact). (4) Protein 1 (ENSG00000133246) has sequence MAHHLPAAMESHQDFRSIKAKFQASQPEPSDLPKKPPKPEFGKLKKFSQPELSEHPKKAPLPEFGAVSLKPPPPEVTDLPKKPPPPEVTDLPKKPPPPEVTDLPKKPPPPEVTDLPKKPSKLELSDLSKKFPQLGATPFPRKPLQPEVGEAPLKASLPEPGAPARKPLQPDELSHPARPPSEPKSGAFPRKLWQPEAGEATPRSPQPELSTFPKKPAQPEFNVYPKKPPQPQVGGLPKKSVPQPEFSEAAQTPLWKPQSSEPKRDSSAFPKKASQPPLSDFPKKPPQPELGDLTRTSSEP.... Protein 2 (ENSG00000103343) has sequence MAAKMEITLSSNTEASSKQERHIIAKLEEKRGPPLQKNCPDPELCRQSFRRFCYQEVSGPQEALSQLRQLCRQWLQPELHTKEQILELLVMEQFLTILPPEIQARVRHRCPMSSKEIVTLVEDFHRASKKPKQWVAVCMQGQKVLLEKTGSQLGEQELPDFQPQTPRRDLRESSPAEPSQAGAYDRLSPHHWEKSPLLQEPTPKLAGTEAPRMRSDNKENPQQEGAKGAKPCAVSAGRSKGNGLQNPEPRGANMSEPRLSRRQVSSPNAQKPFAHYQRHCRVEYISSPLKSHPLRELKKS.... Result: 0 (the proteins do not interact). (5) Protein 1 (ENSG00000133639) has sequence MHPFYTRAATMIGEIAAAVSFISKFLRTKGLTSERQLQTFSQSLQELLAEHYKHHWFPEKPCKGSGYRCIRINHKMDPLIGQAAQRIGLSSQELFRLLPSELTLWVDPYEVSYRIGEDGSICVLYEASPAGGSTQNSTNVQMVDSRISCKEELLLGRTSPSKNYNMMTVSG*. Protein 2 (ENSG00000184007) has sequence MNRPAPVEISYENMRFLITHNPTNATLNKFTEDWPFDDGAPPPNQIVDDWLNLLKTKFREEPGCCVAVHCVAGLGRAPVLVALALIECGMKYEDAVQFIRQKRRGAFNSKQLLYLEKYRPKMRLRFRDTNGHCCVQ*MNRPAPVEISYENMRFLITHNPTNATLNKFTEELKKYGVTTLVRVCDATYDKAPVEKEGIHVLGTCAGCTCFD*MNRPAPVEISYENMRFLITHNPTNATLNKFTEELKKYGVTTLVRVCDATYDKAPVEKEGIHVLMNRPAPVEISYENMRFLITHNPTNAT.... Result: 0 (the proteins do not interact). (6) Protein 1 (ENSG00000167964) has sequence MSRKKTPKSKGASTPAASTLPTANGARPARSGTALSGPDAPPNGPLQPGRPSLGGGVDFYDVAFKVMLVGDSGVGKTCLLVRFKDGAFLAGTFISTVGIDFRNKVLDVDGVKVKLQMWDTAGQERFRSVTHAYYRDAHALLLLYDVTNKASFDNIQAWLTEIHEYAQHDVALMLLGNKVDSAHERVVKREDGEKLAKEYGLPFMETSAKTGLNVDLAFTAIAKELKQRSMKAPSEPRFRLHDYVKREGRGASCCRP*MLVGDSGVGKTCLLVRFKDGAFLAGTFISTVGIDFRNKVLDVD.... Protein 2 (ENSG00000179295) has sequence MTSRRWFHPNITGVEAENLLLTRGVDGSFLARPSKSNPGDFTLSVRRNGAVTHIKIQNTGDYYDLYGGEKFATLAELVQYYMEHHGQLKEKNGDVIELKYPLNCADPTSERWFHGHLSGKEAEKLLTEKGKHGSFLVRESQSHPGDFVLSVRTGDDKGESNDGKSKVTHVMIRCQELKYDVGGGERFDSLTDLVEHYKKNPMVETLGTVLQLKQPLNTTRINAAEIESRVRELSKLAETTDKVKQGFWEEFETLQQQECKLLYSRKEGQRQENKNKNRYKNILPFDHTRVVLHDGDPNEP.... Result: 0 (the proteins do not interact). (7) Protein 1 (ENSG00000122862) has sequence MMQKLLKCSRLVLALALILVLESSVQGYPTRRARYQWVRCNPDSNSANCLEEKGPMFELLPGESNKIPRLRTDLFPKTRIQDLNRIFPLSEDYSGSGFGSGSGSGSGSGSGFLTEMEQDYQLVDESDAFHDNLRSLDRNLPSDSQDLGQHGLEEDFML*. Protein 2 (ENSG00000086200) has sequence MDLNSASTVVLQVLTQATSQDTAVLKPAEEQLKQWETQPGFYSVLLNIFTNHTLDINVRWLAVLYFKHGIDRYWRRVAPHALSEEEKTTLRAGLITNFNEPINQIATQIAVLIAKVARLDCPRQWPELIPTLIESVKVQDDLRQHRALLTFYHVTKTLASKRLAADRKLFYDLASGIYNFACSLWNHHTDTFLQEVSSGNEAAILSSLERTLLSLKVLRKLTVNGFVEPHKNMEVMGFLHGIFERLKQFLECSRSIGTDNVCRDRLEKTIILFTKVLLDFLDQHPFSFTPLIQRSLEFSV.... Result: 0 (the proteins do not interact). (8) Protein 2 (ENSG00000169953) has sequence MAHVSSETQDVSPKDELTASEASTRSPLCEHTFPGDSDLRSMIEEHAFQVLSQGSLLESPSYTVCVSEPDKDDDFLSLNFPRKLWKIVESDQFKSISWDENGTCIVINEELFKKEILETKAPYRIFQTDAIKSFVRQLNLYGFSKIQQNFQRSAFLATFLSEEKESSVLSKLKFYYNPNFKRGYPQLLVRVKRRIGVKNASPISTLFNEDFNKKHFRAGANMENHNSALAAEASEESLFSASKNLNMPLTRESSVRQIIANSSVPIRSGFPPPSPSTSVGPSEQIATDQHAILNQLTTIH.... Result: 1 (the proteins interact). Protein 1 (ENSG00000066136) has sequence MSTEGGFGGTSSSDAQQSLQSFWPRVMEEIRNLTVKDFRVQELPLARIKKIMKLDEDVKMISAEAPVLFAKAAQIFITELTLRAWIHTEDNKRRTLQRNDIAMAITKFDQFDFLIDIVPRDELKPPKRQEEVRQSVTPAEPVQYYFTLAQQPTAVQVQGQQQGQQTTSSTTTIQPGQIIIAQPQQGQTTPVTMQVGEGQQVQIVQAQPQGQAQQAQSGTGQTMQVMQQIITNTGEIQQIPVQLNAGQLQYIRLAQPVSGTQVVQGQIQTLATNAQQGQRNASQGKPRRCLKETLQITQTE....